Task: Predict the reaction yield, written as a fraction of the theoretical maximum amount of product (1.0 means a 100% yield; for example, 0.34 means a 34% yield).. Dataset: Reaction yield outcomes from USPTO patents with 853,638 reactions (1) The reactants are CN(C)C=O.C(=O)([O-])[O-].[K+].[K+].[CH3:12][O:13][C:14](=[O:32])[C@@H:15]([CH2:24][C:25]1[CH:30]=[CH:29][C:28]([OH:31])=[CH:27][CH:26]=1)[NH:16][C:17]([O:19][C:20]([CH3:23])([CH3:22])[CH3:21])=[O:18].F[C:34]1[CH:47]=[CH:46][C:37]([C:38]([C:40]2[CH:45]=[CH:44][CH:43]=[CH:42][CH:41]=2)=[O:39])=[CH:36][CH:35]=1. The catalyst is O. The product is [CH3:12][O:13][C:14](=[O:32])[C@H:15]([NH:16][C:17]([O:19][C:20]([CH3:23])([CH3:21])[CH3:22])=[O:18])[CH2:24][C:25]1[CH:30]=[CH:29][C:28]([O:31][C:43]2[CH:44]=[CH:45][C:40]([C:38](=[O:39])[C:37]3[CH:46]=[CH:47][CH:34]=[CH:35][CH:36]=3)=[CH:41][CH:42]=2)=[CH:27][CH:26]=1. The yield is 0.240. (2) The reactants are Br[C:2]1[CH:3]=[C:4]([C:8]2[C:9]3[S:21][CH:20]=[CH:19][C:10]=3[N:11]=[C:12]([C:14]([O:16][CH2:17][CH3:18])=[O:15])[N:13]=2)[CH:5]=[CH:6][CH:7]=1.[C:22]([C@:24]1([OH:31])[CH2:28][CH2:27][N:26]([CH3:29])[C:25]1=[O:30])#[CH:23]. No catalyst specified. The product is [OH:31][C@@:24]1([C:22]#[C:23][C:2]2[CH:3]=[C:4]([C:8]3[C:9]4[S:21][CH:20]=[CH:19][C:10]=4[N:11]=[C:12]([C:14]([O:16][CH2:17][CH3:18])=[O:15])[N:13]=3)[CH:5]=[CH:6][CH:7]=2)[CH2:28][CH2:27][N:26]([CH3:29])[C:25]1=[O:30]. The yield is 0.950. (3) The reactants are [CH:1]([O:4][C:5]1[CH:10]=[C:9]([C:11]([F:14])([F:13])[F:12])[CH:8]=[CH:7][C:6]=1[CH2:15][NH2:16])([CH3:3])[CH3:2].C1N=CN([C:22](N2C=NC=C2)=[O:23])C=1.[NH2:29][C:30]1[C:35]2[O:36][CH2:37][C:38](=[O:40])[NH:39][C:34]=2[CH:33]=[CH:32][CH:31]=1. The catalyst is C1COCC1.CN(C=O)C. The product is [CH:1]([O:4][C:5]1[CH:10]=[C:9]([C:11]([F:14])([F:12])[F:13])[CH:8]=[CH:7][C:6]=1[CH2:15][NH:16][C:22]([NH:29][C:30]1[C:35]2[O:36][CH2:37][C:38](=[O:40])[NH:39][C:34]=2[CH:33]=[CH:32][CH:31]=1)=[O:23])([CH3:3])[CH3:2]. The yield is 0.160. (4) The reactants are [F:1][C:2]1[CH:3]=[C:4]([C:9](=O)[CH3:10])[CH:5]=[C:6]([F:8])[CH:7]=1.[NH2:12][C:13]1[S:14]/[C:15](=[CH:19]\[C:20]2[CH:25]=[C:24]([O:26][CH3:27])[C:23]([OH:28])=[C:22]([Cl:29])[CH:21]=2)/[C:16](=[O:18])[N:17]=1. No catalyst specified. The product is [Cl:29][C:22]1[CH:21]=[C:20](/[CH:19]=[C:15]2/[C:16](=[O:18])[N:17]3[CH:10]=[C:9]([C:4]4[CH:3]=[C:2]([F:1])[CH:7]=[C:6]([F:8])[CH:5]=4)[N:12]=[C:13]3[S:14]/2)[CH:25]=[C:24]([O:26][CH3:27])[C:23]=1[OH:28]. The yield is 0.160. (5) The reactants are C1(S)C=CC=CC=1.C(N(CC)CC)C.[N:15]([CH2:18][C:19]1[CH:26]=[CH:25][C:22]([C:23]#[N:24])=[C:21]([F:27])[CH:20]=1)=[N+]=[N-]. The catalyst is C(#N)C. The product is [NH2:15][CH2:18][C:19]1[CH:26]=[CH:25][C:22]([C:23]#[N:24])=[C:21]([F:27])[CH:20]=1. The yield is 0.720. (6) The yield is 0.920. The reactants are CO[C:3]1[CH:12]=[CH:11][C:6]2[N:7]=[C:8]([SH:10])[NH:9][C:5]=2[CH:4]=1.Br[CH2:14][C:15](=[O:21])[C:16]([O:18][CH2:19][CH3:20])=[O:17].[CH3:22]O. The product is [CH2:19]([O:18][C:16](=[O:17])[C:15](=[O:21])[CH2:14][S:10][C:8]1[NH:7][C:6]2[CH:11]=[CH:12][C:3]([CH3:22])=[CH:4][C:5]=2[N:9]=1)[CH3:20]. The catalyst is CC(C)=O. (7) The reactants are [CH3:1][N:2]1[CH2:8][CH2:7][CH2:6][N:5]([C:9]2[C:14]([C:15]3[CH:16]=[CH:17][C:18]4[C:19]5[N:33](C6CCCCO6)[N:32]=[CH:31][C:20]=5[C:21](=[O:30])[N:22]([CH2:25][C:26]([F:29])([F:28])[F:27])[C:23]=4[CH:24]=3)=[CH:13][CH:12]=[CH:11][N:10]=2)[CH2:4][CH2:3]1.CN1CCCN(C2C(C3C=CC4C5NN(C6CCCCO6)CC=5C(=O)N(CC(F)(F)F)C=4C=3)=CC=CN=2)CC1.[ClH:79]. The catalyst is O. The product is [ClH:79].[CH3:1][N:2]1[CH2:8][CH2:7][CH2:6][N:5]([C:9]2[C:14]([C:15]3[CH:16]=[CH:17][C:18]4[C:19]5[NH:33][N:32]=[CH:31][C:20]=5[C:21](=[O:30])[N:22]([CH2:25][C:26]([F:28])([F:27])[F:29])[C:23]=4[CH:24]=3)=[CH:13][CH:12]=[CH:11][N:10]=2)[CH2:4][CH2:3]1. The yield is 0.280. (8) The reactants are [Br:1][C:2]1[C:7]([OH:8])=[CH:6][CH:5]=[C:4]([I:9])[N:3]=1.Cl[C:11]([F:16])([F:15])C([O-])=O.[Na+].[OH-].[Na+]. The catalyst is CN(C=O)C. The product is [Br:1][C:2]1[C:7]([O:8][CH:11]([F:16])[F:15])=[CH:6][CH:5]=[C:4]([I:9])[N:3]=1. The yield is 0.590. (9) The reactants are C([O:8][C:9]1[CH:14]=[CH:13][C:12]([C:15]2[N:20]=[CH:19][N:18]=[C:17]([NH:21][C@H:22]([C:30]([O:32][CH3:33])=[O:31])[CH2:23][C:24]3[CH:29]=[CH:28][CH:27]=[CH:26][CH:25]=3)[CH:16]=2)=[CH:11][CH:10]=1)C1C=CC=CC=1. The catalyst is [Pd].CO. The product is [OH:8][C:9]1[CH:14]=[CH:13][C:12]([C:15]2[N:20]=[CH:19][N:18]=[C:17]([NH:21][C@H:22]([C:30]([O:32][CH3:33])=[O:31])[CH2:23][C:24]3[CH:29]=[CH:28][CH:27]=[CH:26][CH:25]=3)[CH:16]=2)=[CH:11][CH:10]=1. The yield is 0.750. (10) The reactants are C(OC([NH:8][C@@H:9]([CH:52]([CH3:54])[CH3:53])[C:10]([O:12][CH2:13][CH2:14][N:15]1[CH2:20][CH2:19][N:18]([CH2:21][C:22]2[CH:23]=[N:24][C:25]([C:28]3[S:36][C:35]4[C:30](=[N:31][CH:32]=[CH:33][C:34]=4[O:37][C:38]4[CH:43]=[CH:42][C:41]([NH:44][C:45]([NH:47][CH:48]5[CH2:50][CH2:49]5)=[O:46])=[CH:40][C:39]=4[F:51])[CH:29]=3)=[CH:26][CH:27]=2)[CH2:17][CH2:16]1)=[O:11])=O)(C)(C)C.C(O)(C(F)(F)F)=O. The catalyst is C(Cl)Cl. The product is [NH2:8][C@@H:9]([CH:52]([CH3:54])[CH3:53])[C:10]([O:12][CH2:13][CH2:14][N:15]1[CH2:20][CH2:19][N:18]([CH2:21][C:22]2[CH:23]=[N:24][C:25]([C:28]3[S:36][C:35]4[C:30](=[N:31][CH:32]=[CH:33][C:34]=4[O:37][C:38]4[CH:43]=[CH:42][C:41]([NH:44][C:45]([NH:47][CH:48]5[CH2:49][CH2:50]5)=[O:46])=[CH:40][C:39]=4[F:51])[CH:29]=3)=[CH:26][CH:27]=2)[CH2:17][CH2:16]1)=[O:11]. The yield is 0.360.